Dataset: Full USPTO retrosynthesis dataset with 1.9M reactions from patents (1976-2016). Task: Predict the reactants needed to synthesize the given product. (1) Given the product [N:1]([C@@H:4]([C@H:26]([C:34]1[CH:35]=[C:36]([F:41])[CH:37]=[C:38]([F:40])[CH:39]=1)[C:27]1[CH:32]=[CH:31][C:30]([F:33])=[CH:29][CH:28]=1)[C:5]([NH:7][C:8]1[CH:9]=[N:10][CH:11]=[C:12]([F:25])[C:13]=1[CH2:14][CH2:15][C@H:16]([NH:17][S:19]([CH:22]1[CH2:24][CH2:23]1)(=[O:20])=[O:21])[CH2:18][NH:42][CH2:43][C@@H:44]([OH:46])[CH3:45])=[O:6])=[N+:2]=[N-:3], predict the reactants needed to synthesize it. The reactants are: [N:1]([C@@H:4]([C@H:26]([C:34]1[CH:39]=[C:38]([F:40])[CH:37]=[C:36]([F:41])[CH:35]=1)[C:27]1[CH:32]=[CH:31][C:30]([F:33])=[CH:29][CH:28]=1)[C:5]([NH:7][C:8]1[CH:9]=[N:10][CH:11]=[C:12]([F:25])[C:13]=1[CH2:14][CH2:15][CH:16]1[CH2:18][N@@:17]1[S:19]([CH:22]1[CH2:24][CH2:23]1)(=[O:21])=[O:20])=[O:6])=[N+:2]=[N-:3].[NH2:42][CH2:43][C@@H:44]([OH:46])[CH3:45]. (2) Given the product [Br:10][C:3]1[C:2]([Cl:1])=[C:7]([Cl:8])[C:6](=[O:9])[NH:5][N:4]=1, predict the reactants needed to synthesize it. The reactants are: [Cl:1][C:2]1[CH:3]=[N:4][NH:5][C:6](=[O:9])[C:7]=1[Cl:8].[Br:10]Br. (3) Given the product [C:1]([O:5][C:6]([C@@:8]1([CH2:23][CH2:24][CH2:25][OH:26])[CH:12]([F:13])[C:11](=[O:14])[N:10]([C@@H:15]([C:17]2[CH:22]=[CH:21][CH:20]=[CH:19][CH:18]=2)[CH3:16])[CH2:9]1)=[O:7])([CH3:4])([CH3:3])[CH3:2], predict the reactants needed to synthesize it. The reactants are: [C:1]([O:5][C:6]([C@@:8]1([CH2:23][CH2:24][CH2:25][O:26][Si](C(C)(C)C)(C)C)[CH:12]([F:13])[C:11](=[O:14])[N:10]([C@@H:15]([C:17]2[CH:22]=[CH:21][CH:20]=[CH:19][CH:18]=2)[CH3:16])[CH2:9]1)=[O:7])([CH3:4])([CH3:3])[CH3:2].C(O)(=O)C.[F-].C([N+](CCCC)(CCCC)CCCC)CCC. (4) Given the product [C:23]([O:27][C:28]([N:30]1[CH2:35][CH2:34][CH2:33][CH:32]([CH2:36][NH:16][C:14]2[CH:13]=[C:12]([N:17]3[CH2:18][CH2:19][O:20][CH2:21][CH2:22]3)[CH:11]=[C:10]([CH2:9][S:8][C:4]3[O:5][C:6]([CH3:7])=[C:2]([CH3:1])[N:3]=3)[N:15]=2)[CH2:31]1)=[O:29])([CH3:26])([CH3:24])[CH3:25], predict the reactants needed to synthesize it. The reactants are: [CH3:1][C:2]1[N:3]=[C:4]([S:8][CH2:9][C:10]2[N:15]=[C:14]([NH2:16])[CH:13]=[C:12]([N:17]3[CH2:22][CH2:21][O:20][CH2:19][CH2:18]3)[CH:11]=2)[O:5][C:6]=1[CH3:7].[C:23]([O:27][C:28]([N:30]1[CH2:35][CH2:34][CH2:33][CH:32]([CH:36]=O)[CH2:31]1)=[O:29])([CH3:26])([CH3:25])[CH3:24].C(O[BH-](OC(=O)C)OC(=O)C)(=O)C.[Na+].C(=O)([O-])O.[Na+]. (5) Given the product [Br:25][C:21]1[CH:20]=[C:19]2[C:24](=[CH:23][CH:22]=1)[C:15]([CH2:14][N:5]1[C:4](=[O:28])[C@@H:3]([NH:2][C:38](=[O:39])[C@@H:37]([NH:36][C:34](=[O:35])[O:33][C:29]([CH3:31])([CH3:30])[CH3:32])[CH2:41][CH3:42])[CH2:9][O:8][C:7]3[CH:10]=[CH:11][CH:12]=[CH:13][C:6]1=3)=[C:16]([O:26][CH3:27])[CH:17]=[CH:18]2, predict the reactants needed to synthesize it. The reactants are: Cl.[NH2:2][C@H:3]1[CH2:9][O:8][C:7]2[CH:10]=[CH:11][CH:12]=[CH:13][C:6]=2[N:5]([CH2:14][C:15]2[C:24]3[C:19](=[CH:20][C:21]([Br:25])=[CH:22][CH:23]=3)[CH:18]=[CH:17][C:16]=2[O:26][CH3:27])[C:4]1=[O:28].[C:29]([O:33][C:34]([NH:36][C@@H:37]([CH2:41][CH3:42])[C:38](O)=[O:39])=[O:35])([CH3:32])([CH3:31])[CH3:30].CCN(C(C)C)C(C)C.CN(C(ON1N=NC2C=CC=CC1=2)=[N+](C)C)C.F[P-](F)(F)(F)(F)F.